From a dataset of Catalyst prediction with 721,799 reactions and 888 catalyst types from USPTO. Predict which catalyst facilitates the given reaction. (1) Reactant: [Cl:1][C:2]1[CH:7]=[CH:6][C:5]([CH2:8][CH2:9][NH:10][C:11](=[O:13])[CH3:12])=[CH:4][C:3]=1[CH:14]=O.CCN(CC)CC.[CH:23]1([NH2:26])[CH2:25][CH2:24]1.[BH4-].[Na+].C([O-])(O)=O.[Na+]. Product: [Cl:1][C:2]1[CH:7]=[CH:6][C:5]([CH2:8][CH2:9][NH:10][C:11](=[O:13])[CH3:12])=[CH:4][C:3]=1[CH2:14][NH:26][CH:23]1[CH2:25][CH2:24]1. The catalyst class is: 5. (2) Reactant: [Br-].CN([CH:5]=[N:6][C:7]1[S:8][CH:9]=[CH:10][N+:11]=1[CH2:12][C:13]([O:15][CH2:16][CH3:17])=[O:14])C.C1CCN2C(=NCCC2)CC1. Product: [CH2:16]([O:15][C:13]([C:12]1[N:11]2[C:7]([S:8][CH:9]=[CH:10]2)=[N:6][CH:5]=1)=[O:14])[CH3:17]. The catalyst class is: 3. (3) Reactant: [CH3:1][C:2]1([CH2:18][CH:19]=[O:20])[O:7][CH2:6][CH2:5][N:4]([C:8]([O:10][CH2:11][C:12]2[CH:17]=[CH:16][CH:15]=[CH:14][CH:13]=2)=[O:9])[CH2:3]1.[CH3:21][Mg]Br.[Cl-].[NH4+]. Product: [OH:20][CH:19]([CH3:21])[CH2:18][C:2]1([CH3:1])[O:7][CH2:6][CH2:5][N:4]([C:8]([O:10][CH2:11][C:12]2[CH:17]=[CH:16][CH:15]=[CH:14][CH:13]=2)=[O:9])[CH2:3]1. The catalyst class is: 7. (4) Reactant: [Br-].[CH2:2]([O:4][C:5]([C:7]1[N:14]2[C:10]([S:11][CH:12]=[CH:13]2)=[N:9][C:8]=1[CH2:15][P+](C1C=CC=CC=1)(C1C=CC=CC=1)C1C=CC=CC=1)=[O:6])[CH3:3].[H-].[Na+].[CH:37]1([CH2:40][O:41][C:42]2[C:49]([O:50][CH3:51])=[CH:48][CH:47]=[CH:46][C:43]=2[CH:44]=O)[CH2:39][CH2:38]1. Product: [CH:37]1([CH2:40][O:41][C:42]2[C:49]([O:50][CH3:51])=[CH:48][CH:47]=[CH:46][C:43]=2/[CH:44]=[CH:15]/[C:8]2[N:9]=[C:10]3[N:14]([C:7]=2[C:5]([O:4][CH2:2][CH3:3])=[O:6])[CH:13]=[CH:12][S:11]3)[CH2:38][CH2:39]1. The catalyst class is: 148. (5) Reactant: [C:1]([C:3]1[CH:8]=[CH:7][C:6]([CH3:9])=[CH:5][C:4]=1[NH:10][C:11](=O)[C:12]1[CH:17]=[CH:16][CH:15]=[CH:14][C:13]=1[O:18][CH3:19])#[N:2].[OH-:21].[Na+].OO. Product: [CH3:19][O:18][C:13]1[CH:14]=[CH:15][CH:16]=[CH:17][C:12]=1[C:11]1[NH:2][C:1](=[O:21])[C:3]2[C:4](=[CH:5][C:6]([CH3:9])=[CH:7][CH:8]=2)[N:10]=1. The catalyst class is: 8. (6) Reactant: [BH3-]C#N.[Na+].[NH2:5][C:6]1[CH:11]=[CH:10][C:9]([C:12]2[C:13]([NH2:28])=[N:14][C:15]([NH2:27])=[N:16][C:17]=2[CH2:18][O:19][CH2:20][C:21]2[CH:26]=[CH:25][CH:24]=[CH:23][CH:22]=2)=[CH:8][CH:7]=1.[N:29]1[CH:34]=[CH:33][C:32]([C:35](=O)[CH3:36])=[CH:31][CH:30]=1.C(O)(=O)C. Product: [CH2:20]([O:19][CH2:18][C:17]1[N:16]=[C:15]([NH2:27])[N:14]=[C:13]([NH2:28])[C:12]=1[C:9]1[CH:10]=[CH:11][C:6]([NH:5][CH:35]([C:32]2[CH:33]=[CH:34][N:29]=[CH:30][CH:31]=2)[CH3:36])=[CH:7][CH:8]=1)[C:21]1[CH:26]=[CH:25][CH:24]=[CH:23][CH:22]=1. The catalyst class is: 5. (7) The catalyst class is: 83. Reactant: [OH-].[Na+].[F:3][C:4]1[CH:5]=[C:6]([C:17]2[CH:22]=[CH:21][CH:20]=[C:19]([N:23]([CH3:34])[C:24]([NH:26][CH2:27][CH2:28][CH2:29][CH2:30][CH2:31][CH2:32][CH3:33])=[O:25])[CH:18]=2)[CH:7]=[C:8]([F:16])[C:9]=1/[CH:10]=[CH:11]/[C:12]([O:14]C)=[O:13]. Product: [F:3][C:4]1[CH:5]=[C:6]([C:17]2[CH:22]=[CH:21][CH:20]=[C:19]([N:23]([CH3:34])[C:24]([NH:26][CH2:27][CH2:28][CH2:29][CH2:30][CH2:31][CH2:32][CH3:33])=[O:25])[CH:18]=2)[CH:7]=[C:8]([F:16])[C:9]=1/[CH:10]=[CH:11]/[C:12]([OH:14])=[O:13]. (8) Reactant: CC(C)=CC[O:5][C:6]1[CH:13]=[CH:12][C:9]([C:10]#[N:11])=[CH:8][CH:7]=1. Product: [CH3:10][C:9]([C:13]1[CH:12]=[C:9]([CH:8]=[CH:7][C:6]=1[OH:5])[C:10]#[N:11])([CH3:12])[CH:8]=[CH2:7]. The catalyst class is: 9.